This data is from Full USPTO retrosynthesis dataset with 1.9M reactions from patents (1976-2016). The task is: Predict the reactants needed to synthesize the given product. (1) Given the product [ClH:1].[CH3:57][N:58]([CH3:64])[CH:59]1[CH2:63][CH2:62][N:61]([C:2]2[CH:3]=[CH:4][C:5]3[C:11]4[NH:12][C:13](=[O:21])[C:14]([C:17]([OH:19])=[O:18])=[C:15]([OH:16])[C:10]=4[CH2:9][CH2:8][NH:7][C:6]=3[CH:43]=2)[CH2:60]1, predict the reactants needed to synthesize it. The reactants are: [Cl:1][C:2]1[CH:3]=[CH:4][C:5]2[C:11]3[N:12](CC4C=CC(OC)=CC=4OC)[C:13](=[O:21])[C:14]([C:17]([O:19]C)=[O:18])=[C:15]([OH:16])[C:10]=3[CH2:9][CH2:8][N:7](C(OCC3C=CC=CC=3)=O)[C:6]=2[CH:43]=1.CC([O-])(C)C.[Na+].C1(C)C=CC=CC=1.[CH3:57][N:58]([CH3:64])[CH:59]1[CH2:63][CH2:62][NH:61][CH2:60]1. (2) Given the product [OH:16][CH:12]1[C:13]2[C:9](=[CH:8][C:7]([C:6]3[N:2]([CH3:1])[C:3]([C:18]#[N:19])=[CH:4][CH:5]=3)=[CH:15][CH:14]=2)[CH:10]([CH3:17])[CH2:11]1, predict the reactants needed to synthesize it. The reactants are: [CH3:1][N:2]1[C:6]([C:7]2[CH:8]=[C:9]3[C:13](=[CH:14][CH:15]=2)[C:12](=[O:16])[CH2:11][CH:10]3[CH3:17])=[CH:5][CH:4]=[C:3]1[C:18]#[N:19].[BH4-].[Na+]. (3) Given the product [Cl:1][C:2]1[CH:3]=[C:4]([CH:7]=[C:8]([C:10]([C:12]2[N:13]([CH2:32][C:33]3[CH:38]=[C:37]([CH3:39])[N:36]=[C:35]([N:40]4[C:48](=[O:49])[C:47]5[C:42](=[CH:43][CH:44]=[CH:45][CH:46]=5)[C:41]4=[O:50])[CH:34]=3)[C:14](=[O:22])[NH:15][C:16](=[O:21])[C:17]=2[CH:18]([CH3:20])[CH3:19])=[O:11])[CH:9]=1)[C:5]#[N:6], predict the reactants needed to synthesize it. The reactants are: [Cl:1][C:2]1[CH:3]=[C:4]([CH:7]=[C:8]([C:10]([C:12]2[NH:13][C:14](=[O:22])[NH:15][C:16](=[O:21])[C:17]=2[CH:18]([CH3:20])[CH3:19])=[O:11])[CH:9]=1)[C:5]#[N:6].C(=O)([O-])[O-].[K+].[K+].[I-].[Li+].Cl[CH2:32][C:33]1[CH:38]=[C:37]([CH3:39])[N:36]=[C:35]([N:40]2[C:48](=[O:49])[C:47]3[C:42](=[CH:43][CH:44]=[CH:45][CH:46]=3)[C:41]2=[O:50])[CH:34]=1. (4) The reactants are: [N:1]1([C:7]2[C:8]3[CH:25]=[CH:24][N:23]([CH2:26][C:27]([F:30])([F:29])[F:28])[C:9]=3[N:10]=[C:11]([C:13]3[CH:22]=[CH:21][C:16]4[NH:17][C:18]([NH2:20])=[N:19][C:15]=4[CH:14]=3)[N:12]=2)[CH2:6][CH2:5][O:4][CH2:3][CH2:2]1.[C:31]([O-])([O-])=O.[K+].[K+].IC. Given the product [CH3:31][NH:20][C:18]1[NH:17][C:16]2[CH:21]=[CH:22][C:13]([C:11]3[N:12]=[C:7]([N:1]4[CH2:6][CH2:5][O:4][CH2:3][CH2:2]4)[C:8]4[CH:25]=[CH:24][N:23]([CH2:26][C:27]([F:29])([F:30])[F:28])[C:9]=4[N:10]=3)=[CH:14][C:15]=2[N:19]=1, predict the reactants needed to synthesize it. (5) Given the product [C:35]([O:34][C:32]([N:31]1[CH:9]2[CH2:8][CH2:7][CH:6]1[C:5]([C:3]([OH:4])=[O:2])=[C:11]([C:12]1[CH:17]=[CH:16][C:15]([CH2:18][CH2:19][CH2:20][O:21][C:22]3[C:27]([F:28])=[CH:26][CH:25]=[C:24]([F:29])[C:23]=3[F:30])=[CH:14][CH:13]=1)[CH2:10]2)=[O:33])([CH3:38])([CH3:36])[CH3:37], predict the reactants needed to synthesize it. The reactants are: C[O:2][C:3]([C:5]1[CH:6]2[N:31]([C:32]([O:34][C:35]([CH3:38])([CH3:37])[CH3:36])=[O:33])[CH:9]([CH2:10][C:11]=1[C:12]1[CH:17]=[CH:16][C:15]([CH2:18][CH2:19][CH2:20][O:21][C:22]3[C:27]([F:28])=[CH:26][CH:25]=[C:24]([F:29])[C:23]=3[F:30])=[CH:14][CH:13]=1)[CH2:8][CH2:7]2)=[O:4].[OH-].[Na+]. (6) Given the product [CH3:48][N:17]([CH:18]1[CH2:23][CH2:22][N:21]([C:24]2[CH:29]=[CH:28][C:27]([NH:30][C:31]([C:33]3[N:34]=[C:35]([C:42]4[CH:47]=[CH:46][CH:45]=[CH:44][CH:43]=4)[O:36][C:37]=3[C:38]([F:39])([F:40])[F:41])=[O:32])=[CH:26][CH:25]=2)[CH2:20][CH2:19]1)[C:16]([C@@H:12]1[CH2:13][CH2:14][CH2:15][C@H:11]1[C:9]([OH:10])=[O:8])=[O:49], predict the reactants needed to synthesize it. The reactants are: C([O:8][C:9]([C@@H:11]1[CH2:15][CH2:14][CH2:13][C@H:12]1[C:16](=[O:49])[N:17]([CH3:48])[CH:18]1[CH2:23][CH2:22][N:21]([C:24]2[CH:29]=[CH:28][C:27]([NH:30][C:31]([C:33]3[N:34]=[C:35]([C:42]4[CH:47]=[CH:46][CH:45]=[CH:44][CH:43]=4)[O:36][C:37]=3[C:38]([F:41])([F:40])[F:39])=[O:32])=[CH:26][CH:25]=2)[CH2:20][CH2:19]1)=[O:10])C1C=CC=CC=1.[OH-].[Li+].